From a dataset of Reaction yield outcomes from USPTO patents with 853,638 reactions. Predict the reaction yield, written as a fraction of the theoretical maximum amount of product (1.0 means a 100% yield; for example, 0.34 means a 34% yield). (1) The reactants are [CH3:1][C:2]1[CH:3]=[C:4]([CH:12]=[C:13]([CH3:16])[C:14]=1[CH3:15])[O:5][C:6]([CH3:11])([CH3:10])[C:7]([OH:9])=O. The catalyst is CCCCCC. The product is [CH3:10][C:6]1([CH3:11])[C:7](=[O:9])[C:3]2[C:2]([CH3:1])=[C:14]([CH3:15])[C:13]([CH3:16])=[CH:12][C:4]=2[O:5]1. The yield is 0.900. (2) The reactants are [CH2:1]([O:8][C:9](=[O:26])[NH:10][C@@H:11]([CH3:25])[CH2:12][N:13]1[C:21]2[C:16](=[CH:17][CH:18]=[C:19]([OH:24])[C:20]=2[CH:22]=O)[CH:15]=[N:14]1)[C:2]1[CH:7]=[CH:6][CH:5]=[CH:4][CH:3]=1.C(=O)([O-])[O-].[K+].[K+].Br[CH2:34][C:35]([O:37][CH2:38][CH3:39])=[O:36].[Cl-].[NH4+]. The catalyst is CN(C=O)C.C(OCC)(=O)C. The product is [CH2:38]([O:37][C:35]([C:34]1[O:24][C:19]2=[CH:18][CH:17]=[C:16]3[C:21]([N:13]([CH2:12][C@@H:11]([NH:10][C:9]([O:8][CH2:1][C:2]4[CH:3]=[CH:4][CH:5]=[CH:6][CH:7]=4)=[O:26])[CH3:25])[N:14]=[CH:15]3)=[C:20]2[CH:22]=1)=[O:36])[CH3:39]. The yield is 0.420. (3) The product is [CH2:29]([N:36]1[C:44]([CH3:45])=[C:43]2[C:38]([CH:39]=[C:40]([C:8]3[CH:9]=[C:10]([CH:11]4[O:16][CH2:15][CH:14]5[CH2:17][NH:18][CH2:19][CH2:20][N:13]5[CH2:12]4)[N:6]4[C:7]=3[C:2]([NH2:1])=[N:3][CH:4]=[N:5]4)[CH:41]=[CH:42]2)=[N:37]1)[C:30]1[CH:35]=[CH:34][CH:33]=[CH:32][CH:31]=1. The catalyst is O1CCOCC1.CN(C=O)C.C1C=CC([P]([Pd]([P](C2C=CC=CC=2)(C2C=CC=CC=2)C2C=CC=CC=2)([P](C2C=CC=CC=2)(C2C=CC=CC=2)C2C=CC=CC=2)[P](C2C=CC=CC=2)(C2C=CC=CC=2)C2C=CC=CC=2)(C2C=CC=CC=2)C2C=CC=CC=2)=CC=1. The reactants are [NH2:1][C:2]1[C:7]2=[C:8](Br)[CH:9]=[C:10]([CH:11]3[O:16][CH2:15][CH:14]4[CH2:17][N:18](C(OC(C)(C)C)=O)[CH2:19][CH2:20][N:13]4[CH2:12]3)[N:6]2[N:5]=[CH:4][N:3]=1.[CH2:29]([N:36]1[C:44]([CH3:45])=[C:43]2[C:38]([CH:39]=[C:40](B3OC(C)(C)C(C)(C)O3)[CH:41]=[CH:42]2)=[N:37]1)[C:30]1[CH:35]=[CH:34][CH:33]=[CH:32][CH:31]=1.C([O-])([O-])=O.[K+].[K+].O. The yield is 0.420. (4) The reactants are [CH3:1][C:2]1[CH:7]=[CH:6]C(C=[CH:1][C:2]2[CH:7]=[CH:6]C(C)=[CH:4][CH:3]=2)=[CH:4][CH:3]=1.OOS([O-])=O.[K+].[O-]S([O-])=O.[Na+].[Na+].CC[O:31][C:32]([CH3:34])=[O:33]. The product is [CH3:1][C:2]1[CH:7]=[CH:6][C:34]([C:32]([OH:31])=[O:33])=[CH:4][CH:3]=1. The yield is 0.950. The catalyst is CN(C=O)C.O=[Os](=O)(=O)=O.